The task is: Predict the product of the given reaction.. This data is from Forward reaction prediction with 1.9M reactions from USPTO patents (1976-2016). (1) Given the reactants [C:1]([O:5][C:6](=[O:16])[NH:7][CH2:8][CH2:9][C:10]1[S:14][C:13]([NH2:15])=[N:12][CH:11]=1)([CH3:4])([CH3:3])[CH3:2].[F:17][C:18]([F:29])([F:28])[C:19](O[C:19](=[O:20])[C:18]([F:29])([F:28])[F:17])=[O:20], predict the reaction product. The product is: [F:17][C:18]([F:29])([F:28])[C:19]([NH:15][C:13]1[S:14][C:10]([CH2:9][CH2:8][NH:7][C:6](=[O:16])[O:5][C:1]([CH3:4])([CH3:2])[CH3:3])=[CH:11][N:12]=1)=[O:20]. (2) Given the reactants [NH2:1][C:2]1[CH:3]=[N:4][C:5]2[C:10]([C:11]=1[NH:12][C@H:13]([CH2:25][O:26][Si:27]([C:30]([CH3:33])([CH3:32])[CH3:31])([CH3:29])[CH3:28])[CH2:14][CH2:15][CH2:16][NH:17][C:18](=[O:24])[O:19][C:20]([CH3:23])([CH3:22])[CH3:21])=[CH:9][CH:8]=[CH:7][CH:6]=2.Cl.[Cl:35][CH2:36][C:37](=N)OCC.C([O-])(O)=O.[Na+].C(Cl)(Cl)Cl, predict the reaction product. The product is: [Si:27]([O:26][CH2:25][C@@H:13]([N:12]1[C:11]2[C:10]3[CH:9]=[CH:8][CH:7]=[CH:6][C:5]=3[N:4]=[CH:3][C:2]=2[N:1]=[C:37]1[CH2:36][Cl:35])[CH2:14][CH2:15][CH2:16][NH:17][C:18](=[O:24])[O:19][C:20]([CH3:23])([CH3:22])[CH3:21])([C:30]([CH3:33])([CH3:32])[CH3:31])([CH3:28])[CH3:29]. (3) Given the reactants [CH3:1][C:2]1([CH3:19])[CH2:6][C:5]2[CH:7]=[C:8]([N:14]3[CH:18]=[N:17][N:16]=[N:15]3)[CH:9]=[C:10]([C:11](O)=[O:12])[C:4]=2[O:3]1.CN1CCOCC1.C(OC(Cl)=O)C(C)C.[BH4-].[Na+], predict the reaction product. The product is: [CH3:1][C:2]1([CH3:19])[CH2:6][C:5]2[CH:7]=[C:8]([N:14]3[CH:18]=[N:17][N:16]=[N:15]3)[CH:9]=[C:10]([CH2:11][OH:12])[C:4]=2[O:3]1. (4) Given the reactants [Cl:1][C:2]1[CH:3]=[C:4]([C:13]([NH:15][CH2:16][CH:17]2[CH2:22][CH2:21][NH:20][CH2:19][CH2:18]2)=[O:14])[C:5](=[O:12])[N:6]([CH:9]([CH3:11])[CH3:10])[C:7]=1[CH3:8].[O:23]1[C:25]2([CH2:30][CH2:29][CH2:28][CH2:27][CH2:26]2)[CH2:24]1, predict the reaction product. The product is: [Cl:1][C:2]1[CH:3]=[C:4]([C:13]([NH:15][CH2:16][CH:17]2[CH2:22][CH2:21][N:20]([CH2:24][C:25]3([OH:23])[CH2:30][CH2:29][CH2:28][CH2:27][CH2:26]3)[CH2:19][CH2:18]2)=[O:14])[C:5](=[O:12])[N:6]([CH:9]([CH3:10])[CH3:11])[C:7]=1[CH3:8]. (5) Given the reactants CN(C)C=O.C([O:9][C:10]1[CH:19]=[C:18]2[C:13]([C:14](=O)[NH:15][CH:16]=[N:17]2)=[CH:12][C:11]=1[O:21][CH3:22])(=O)C.S(Cl)([Cl:25])=O, predict the reaction product. The product is: [Cl:25][C:14]1[C:13]2[C:18](=[CH:19][C:10]([OH:9])=[C:11]([O:21][CH3:22])[CH:12]=2)[N:17]=[CH:16][N:15]=1. (6) Given the reactants [C:1]([C:3]1[CH:20]=[CH:19][C:6]([O:7][C:8]2[CH:9]=[C:10]([CH:15]=[C:16]([OH:18])[CH:17]=2)[C:11]([O:13][CH3:14])=[O:12])=[CH:5][CH:4]=1)#[N:2].[CH3:21][O:22][CH2:23][C@H:24](O)[CH3:25].C1(P(C2C=CC=CC=2)C2C=CC=CC=2)C=CC=CC=1.N(C(OCC)=O)=NC(OCC)=O, predict the reaction product. The product is: [C:1]([C:3]1[CH:4]=[CH:5][C:6]([O:7][C:8]2[CH:9]=[C:10]([CH:15]=[C:16]([O:18][C@@H:24]([CH3:25])[CH2:23][O:22][CH3:21])[CH:17]=2)[C:11]([O:13][CH3:14])=[O:12])=[CH:19][CH:20]=1)#[N:2].